This data is from Experimentally validated miRNA-target interactions with 360,000+ pairs, plus equal number of negative samples. The task is: Binary Classification. Given a miRNA mature sequence and a target amino acid sequence, predict their likelihood of interaction. (1) The miRNA is mmu-miR-691 with sequence AUUCCUGAAGAGAGGCAGAAAA. The protein sequence of the target gene is MVLLLVILIPVLVSSAGTSAHYEMLGTCRMVCDPYGGTKAPSTAATPDRGLMQSLPTFIQGPKGEAGRPGKAGPRGPPGEPGPPGPVGPPGEKGEPGRQGLPGPPGAPGLNAAGAISAATYSTVPKIAFYAGLKRQHEGYEVLKFDDVVTNLGNHYDPTTGKFTCSIPGIYFFTYHVLMRGGDGTSMWADLCKNNQVRASAIAQDADQNYDYASNSVVLHLEPGDEVYIKLDGGKAHGGNNNKYSTFSGFIIYAD. Result: 0 (no interaction). (2) The miRNA is ath-miR172b-3p with sequence AGAAUCUUGAUGAUGCUGCAU. Result: 0 (no interaction). The protein sequence of the target gene is MKSGPGIQAAIDLTAGAAGGTACVLTGQPFDTIKVKMQTFPDLYKGLTDCFLKTYAQVGLRGFYKGTGPALMAYVAENSVLFMCYGFCQQFVRKVAGMDKQAKLSDLQTAAAGSFASAFAALALCPTELVKCRLQTMYEMEMSGKIAKSHNTIWSVVKGILKKDGPLGFYHGLSSTLLQEVPGYFFFFGGYELSRSFFASGRSKDELGPVHLMLSGGVAGICLWLVVFPVDCIKSRIQVLSMYGKQAGFIGTLLSVVRNEGIVALYSGLKATMIRAIPANGALFVAYEYSRKMMMKQLEA.... (3) The protein sequence of the target gene is MLPAPAAPRWPPLLLLLLLLLPLARGAPARPAAGGQASELVVPTRLPGSAGELALHLSAFGKGFVLRLAPDDSFLAPEFKIERLGGSGRATGGERGLRGCFFSGTVNGEPESLAAVSLCRGLSGSFLLDGEEFTIQPQGAGGSLAQPHRLQRWGPAGARPLPRGPEWEVETGEGQRQERGDHQEDSEEESQEEEAEGASEPPPPLGATSRTKRFVSEARFVETLLVADASMAAFYGADLQNHILTLMSVAARIYKHPSIKNSINLMVVKVLIVEDEKWGPEVSDNGGLTLRNFCNWQRRF.... Result: 0 (no interaction). The miRNA is hsa-miR-4793-3p with sequence UCUGCACUGUGAGUUGGCUGGCU. (4) The miRNA is hsa-miR-8485 with sequence CACACACACACACACACGUAU. The protein sequence of the target gene is MYRSGSRSSVSSHRSKDGSASGPPPGRPVGASSGPTRRPSSPPPPSCSSLRLPARRHRSPSGHRGRWASPSPPRGRRGSPSPPRGRRASPSPTRGRRASPSPPRGRRGSPSPPRARRGSPSPPRSRRHYPPGLGGFRGSIRGESRADFARDGRGDHPGGGGGSRRRSPGLCSDSSLEESLRITVGNDHFCVSTPERRRLSDRLGSPVDGLQDMDRDDLTDDSVFTRSSQCSRGLERYISREEGPLSPFLGQLDEDYRTRETFLHRPEFSPQSSCHDELLRGTERNRDKLKSSSYSIRSEE.... Result: 0 (no interaction). (5) The miRNA is mmu-miR-509-3p with sequence UGAUUGACAUUUCUGUAAUGG. The protein sequence of the target gene is MAYRVLGRAGPPQPRRARRLLFAFTLSLSCTYLCYSFLCCCDDLGRSRLLGAPRCLRGPSAGGQKLLQKSRPCDPSGPTPSEPSAPSAPAAAVPAPRLSGSNHSGSPKLGTKRLPQALIVGVKKGGTRAVLEFIRVHPDVRALGTEPHFFDRNYGRGLDWYRSLMPRTLESQITLEKTPSYFVTQEAPRRIFNMSRDTKLIVVVRNPVTRAISDYTQTLSKKPDIPTFEGLSFRNRTLGLVDVSWNAIRIGMYVLHLESWLQYFPLAQIHFVSGERLITDPAGEMGRVQDFLGIKRFITD.... Result: 0 (no interaction). (6) The miRNA is hsa-miR-4539 with sequence GCUGAACUGGGCUGAGCUGGGC. The protein sequence of the target gene is MNASRFLSALVFVLLAGESTAWYYNASSELMTYDEASAYCQRDYTHLVAIQNKEEINYLNSNLKHSPSYYWIGIRKVNNVWIWVGTGKPLTEEAQNWAPGEPNNKQRNEDCVEIYIQRTKDSGMWNDERCNKKKLALCYTASCTNASCSGHGECIETINSYTCKCHPGFLGPNCEQAVTCKPQEHPDYGSLNCSHPFGPFSYNSSCSFGCKRGYLPSSMETTVRCTSSGEWSAPAPACHVVECEALTHPAHGIRKCSSNPGSYPWNTTCTFDCVEGYRRVGAQNLQCTSSGIWDNETPSC.... Result: 0 (no interaction). (7) The miRNA is hsa-miR-6823-5p with sequence UCAGGGUUGGUAGGGGUUGCU. The protein sequence of the target gene is MNMIWRNSISCLRLGKVPHRYQSGYHPVAPLGSRILTDPAKVFEHNMWDHMQWSKEEEAAARKKVKENSAVRVLLEEQVKYEREASKYWDTFYKIHKNKFFKDRNWLLREFPEILPVDQKPEEKARESSWDHVKTSATNRFSRMHCPTVPDEKNHYEKSSGSSEGQSKTESDFSNLDSEKHKKGPMETGLFPGSNATFRILEVGCGAGNSVFPILNTLENSPESFLYCCDFASGAVELVKSHSSYRATQCFAFVHDVCDDGLPYPFPDGILDVILLVFVLSSIHPDRTLFI. Result: 1 (interaction). (8) Result: 1 (interaction). The protein sequence of the target gene is MASPTLSPDSSSQEALSAPTCSPTSDSENLSPDELELLAKLEEQNRLLEADSKSMRSMNGSRRNSGSSLVSSSSASSNLSHLEEDTWILWGRIANEWEEWRRRKEKLLKELIRKGIPHHFRAIVWQLLCSATDMPVKNQYSELLKMSSPCEKLIRRDIARTYPEHEFFKGQDSLGQEVLFNVMKAYSLVDREVGYCQGSAFIVGLLLMQMPEEEAFCVFVRLMQEYRLRELFKPSMAELGLCIYQFEYMLQEQLPDLNTHFRSQSFHTSMYASSWFLTLFLTTFPLPVATRVFDIFMYEG.... The miRNA is hsa-miR-4514 with sequence ACAGGCAGGAUUGGGGAA. (9) The miRNA is hsa-miR-4720-5p with sequence CCUGGCAUAUUUGGUAUAACUU. The protein sequence of the target gene is MDCRVHMRPIGLTWVLQLTLAWILLEACGGSRPLQARSQQHHGLAADLGKGKLHLAGPCCPSEMDTTETSGPGNHPERCGVPSPECESFLEHLQRALRSRFRLRLLGVRQAQPLCEELCQAWFANCEDDITCGPTWLPLSEKRGCEPSCLTYGQTFADGTDLCRSALGHALPVAAPGARHCFNISISAVPRPRPGRRGREAPSRRSRSPRTSILDAAGSGSGSGSGSGP. Result: 0 (no interaction). (10) The protein sequence of the target gene is MEDCNVHSAASILASVKEQEARFERLTRALEQERRHVALQLERAQQPGMSSGGMVGSGQPLPMAWQQLVLQEQSPGSQASLATMPEAPEVLEETVTVEEDPGTPTSHVSIVTSEDGTTRRTETKVTKTVKTVTTRTVRQVPLGPDGLPLLDGGPPLGSFADGPLDRHYLLRGGGGPAATLSRTYHSSGGGFPDGPESRDIPSYGSLSRGLGVRPPRTGLLGPGPGDGCFTLPGRREAFPMGSESGPPSGRSLPEHFQAEPYGLEDDTRSLAADDEGGPDLEPDYSTATRRRPEYGRGLRA.... The miRNA is mmu-miR-804 with sequence UGUGAGUUGUUCCUCACCUGGA. Result: 1 (interaction).